From a dataset of Forward reaction prediction with 1.9M reactions from USPTO patents (1976-2016). Predict the product of the given reaction. (1) Given the reactants [CH:1]1([CH2:6][C@H:7]([N:11]2[CH:16]=[C:15]([C:17]([F:20])([F:19])[F:18])[CH:14]=[CH:13][C:12]2=[O:21])[C:8](O)=[O:9])[CH2:5][CH2:4][CH2:3][CH2:2]1.C(Cl)(=O)C([Cl:25])=O.CN(C=O)C, predict the reaction product. The product is: [CH:1]1([CH2:6][C@H:7]([N:11]2[CH:16]=[C:15]([C:17]([F:20])([F:19])[F:18])[CH:14]=[CH:13][C:12]2=[O:21])[C:8]([Cl:25])=[O:9])[CH2:5][CH2:4][CH2:3][CH2:2]1. (2) Given the reactants Br[C:2]1[C:10]2[C:5](=[N:6][C:7]([CH3:22])=[CH:8][C:9]=2[NH:11][S:12]([C:15]2[CH:20]=[CH:19][CH:18]=[C:17]([Cl:21])[CH:16]=2)(=[O:14])=[O:13])[S:4][C:3]=1[C:23]1[CH:24]=[N:25][N:26](C(OC(C)(C)C)=O)[CH:27]=1.[N:35]1([C:40]2[CH:41]=[N:42][CH:43]=[C:44](B3OC(C)(C)C(C)(C)O3)[CH:45]=2)[CH2:39][CH2:38][CH2:37][CH2:36]1.C(=O)([O-])[O-].[K+].[K+].O1CCOCC1, predict the reaction product. The product is: [Cl:21][C:17]1[CH:16]=[C:15]([S:12]([NH:11][C:9]2[CH:8]=[C:7]([CH3:22])[N:6]=[C:5]3[S:4][C:3]([C:23]4[CH:27]=[N:26][NH:25][CH:24]=4)=[C:2]([C:44]4[CH:43]=[N:42][CH:41]=[C:40]([N:35]5[CH2:39][CH2:38][CH2:37][CH2:36]5)[CH:45]=4)[C:10]=23)(=[O:14])=[O:13])[CH:20]=[CH:19][CH:18]=1. (3) Given the reactants [C:1]([C:5]1[N:6]=[C:7]([N:16]2[CH2:20][CH2:19][C:18]([F:22])([F:21])[CH2:17]2)[C:8]2[C:9](=[N:11][N:12]([CH2:14][CH3:15])[N:13]=2)[N:10]=1)([CH3:4])([CH3:3])[CH3:2].C(C1N=C(N2CCC(F)(F)C2)C2N=NNC=2N=1)(C)(C)C.BrCC1[CH:50]=[C:49]([F:51])[CH:48]=[CH:47][C:46]=1[Cl:52], predict the reaction product. The product is: [C:1]([C:5]1[N:6]=[C:7]([N:16]2[CH2:20][CH2:19][C:18]([F:21])([F:22])[CH2:17]2)[C:8]2[C:9](=[N:11][N:12]([CH2:14][C:15]3[CH:50]=[C:49]([F:51])[CH:48]=[CH:47][C:46]=3[Cl:52])[N:13]=2)[N:10]=1)([CH3:2])([CH3:3])[CH3:4]. (4) The product is: [O:18]=[S:8]1(=[O:17])[CH:9]([CH2:30][N:31]([CH3:33])[CH3:32])[O:10][C:11]2[CH:16]=[CH:15][CH:14]=[CH:13][C:12]=2[N:7]1[C:1]1[CH:2]=[CH:3][CH:4]=[CH:5][CH:6]=1. Given the reactants [C:1]1([N:7]2[C:12]3[CH:13]=[CH:14][CH:15]=[CH:16][C:11]=3[O:10][CH2:9][S:8]2(=[O:18])=[O:17])[CH:6]=[CH:5][CH:4]=[CH:3][CH:2]=1.C[Si]([N-][Si](C)(C)C)(C)C.[Li+].[I-].[CH3:30][N+:31]([CH3:33])=[CH2:32], predict the reaction product.